This data is from Peptide-MHC class I binding affinity with 185,985 pairs from IEDB/IMGT. The task is: Regression. Given a peptide amino acid sequence and an MHC pseudo amino acid sequence, predict their binding affinity value. This is MHC class I binding data. (1) The peptide sequence is GQTGNRGPP. The MHC is Mamu-B3901 with pseudo-sequence Mamu-B3901. The binding affinity (normalized) is 0. (2) The peptide sequence is YIFFASFYY. The MHC is HLA-B27:05 with pseudo-sequence HLA-B27:05. The binding affinity (normalized) is 0.0847. (3) The peptide sequence is EGAGIDDPV. The MHC is HLA-B15:01 with pseudo-sequence HLA-B15:01. The binding affinity (normalized) is 0.0847. (4) The peptide sequence is FQAGMRLYF. The MHC is HLA-B27:05 with pseudo-sequence HLA-B27:05. The binding affinity (normalized) is 0.637. (5) The peptide sequence is ATHKAPQPA. The MHC is HLA-A69:01 with pseudo-sequence HLA-A69:01. The binding affinity (normalized) is 0.238. (6) The binding affinity (normalized) is 0.126. The MHC is H-2-Dd with pseudo-sequence H-2-Dd. The peptide sequence is AVRMGSQAAI.